From a dataset of Catalyst prediction with 721,799 reactions and 888 catalyst types from USPTO. Predict which catalyst facilitates the given reaction. (1) The catalyst class is: 2. Reactant: [CH3:1][C:2]1[CH:10]=[CH:9][CH:8]=[C:7]([CH3:11])[C:3]=1[C:4](O)=[O:5].C(Cl)(=O)C([Cl:15])=O. Product: [CH3:1][C:2]1[CH:10]=[CH:9][CH:8]=[C:7]([CH3:11])[C:3]=1[C:4]([Cl:15])=[O:5]. (2) Reactant: OC1C(=O)NN=C(CCC2C=CC=CC=2)C=1.C([O:24][C:25]1[N:26]=[N:27][C:28]([C:39]#[C:40][C:41]2[CH:46]=[CH:45][C:44]([O:47][C:48]([F:51])([F:50])[F:49])=[CH:43][CH:42]=2)=[CH:29][C:30]=1[O:31]CC1C=CC=CC=1)C1C=CC=CC=1.O1CCCC1. Product: [F:51][C:48]([F:49])([F:50])[O:47][C:44]1[CH:45]=[CH:46][C:41]([CH2:40][CH2:39][C:28]2[CH:29]=[C:30]([OH:31])[C:25](=[O:24])[NH:26][N:27]=2)=[CH:42][CH:43]=1. The catalyst class is: 5. (3) Reactant: [CH:1]1([NH:7][CH3:8])[CH2:6][CH2:5][CH2:4][CH2:3][CH2:2]1.C[N:10]1[C:15]2[CH:16]=[CH:17][CH:18]=[CH:19][C:14]=2[C:13](=[O:20])O[C:11]1=O. Product: [CH:1]1([N:7]([CH3:8])[C:13](=[O:20])[C:14]2[CH:19]=[CH:18][CH:17]=[CH:16][C:15]=2[NH:10][CH3:11])[CH2:6][CH2:5][CH2:4][CH2:3][CH2:2]1. The catalyst class is: 12. (4) Reactant: [CH2:1]([O:4][C:5]([C:7]1[C:15]2[C:14](=[O:16])[CH2:13][CH2:12][CH2:11][C:10]=2[NH:9][CH:8]=1)=[O:6])[CH2:2][CH3:3].[N-:17]=[N+]=[N-].[Na+]. Product: [CH2:1]([O:4][C:5]([C:7]1[C:15]2[C:14](=[O:16])[NH:17][CH2:13][CH2:12][CH2:11][C:10]=2[NH:9][CH:8]=1)=[O:6])[CH2:2][CH3:3]. The catalyst class is: 574. (5) Reactant: [C:1]1([C:7]2[CH:8]=[C:9]([CH:12]=O)[S:10][CH:11]=2)[CH:6]=[CH:5][CH:4]=[CH:3][CH:2]=1.FC(F)(F)C(O)=O.[Cl:21][C:22]1[CH:37]=[CH:36][C:25]([C:26]([NH:28][CH2:29][CH:30]2[CH2:35][CH2:34][NH:33][CH2:32][CH2:31]2)=[O:27])=[CH:24][C:23]=1[O:38][CH3:39].C(O)(=O)C.C(O[BH-](OC(=O)C)OC(=O)C)(=O)C.C[N+](C)(C)C. Product: [Cl:21][C:22]1[CH:37]=[CH:36][C:25]([C:26]([NH:28][CH2:29][CH:30]2[CH2:31][CH2:32][N:33]([CH2:12][C:9]3[S:10][CH:11]=[C:7]([C:1]4[CH:2]=[CH:3][CH:4]=[CH:5][CH:6]=4)[CH:8]=3)[CH2:34][CH2:35]2)=[O:27])=[CH:24][C:23]=1[O:38][CH3:39]. The catalyst class is: 10. (6) Reactant: [O:1]1[CH:5]=[CH:4][C:3]([C:6]([OH:8])=O)=[CH:2]1.CN(C(ON1N=NC2C=CC=NC1=2)=[N+](C)C)C.F[P-](F)(F)(F)(F)F.CN(C(ON1N=NC2C=CC=CC1=2)=[N+](C)C)C.F[P-](F)(F)(F)(F)F.[NH2:57][C:58]1[CH:59]=[CH:60][C:61]([CH3:74])=[C:62]([C:64]2[CH:69]=[CH:68][C:67]([C:70]([O:72][CH3:73])=[O:71])=[CH:66][CH:65]=2)[CH:63]=1.CCN(C(C)C)C(C)C. Product: [O:1]1[CH:5]=[CH:4][C:3]([C:6]([NH:57][C:58]2[CH:59]=[CH:60][C:61]([CH3:74])=[C:62]([C:64]3[CH:69]=[CH:68][C:67]([C:70]([O:72][CH3:73])=[O:71])=[CH:66][CH:65]=3)[CH:63]=2)=[O:8])=[CH:2]1. The catalyst class is: 3.